From a dataset of Full USPTO retrosynthesis dataset with 1.9M reactions from patents (1976-2016). Predict the reactants needed to synthesize the given product. (1) The reactants are: [CH3:1][O:2][C:3]([C:5]1[CH:13]=[C:12]2[C:8]([CH:9]=[CH:10][N:11]2[CH2:14][CH3:15])=[CH:7][CH:6]=1)=[O:4].O=P(Cl)(Cl)Cl.[OH-].[Na+].CN([CH:26]=[O:27])C. Given the product [CH3:1][O:2][C:3]([C:5]1[CH:13]=[C:12]2[C:8]([C:9]([CH:26]=[O:27])=[CH:10][N:11]2[CH2:14][CH3:15])=[CH:7][CH:6]=1)=[O:4], predict the reactants needed to synthesize it. (2) Given the product [ClH:57].[ClH:70].[ClH:57].[NH2:8][C:9]1([C:12]([N:36]2[CH2:35][CH2:34][N:33]3[C@H:28]([CH:15]([C:16]4[CH:17]=[CH:18][CH:19]=[CH:20][CH:21]=4)[C:22]4[CH:27]=[CH:26][CH:25]=[CH:24][CH:23]=4)[CH2:29][N:30]([CH2:38][C:39]4[CH:44]=[C:43]([N:45]5[C:49]([C:50]([F:51])([F:52])[F:53])=[N:48][N:47]=[N:46]5)[CH:42]=[CH:41][C:40]=4[O:54][CH3:55])[CH2:31][C@@H:32]3[CH2:37]2)=[O:14])[CH2:10][CH2:11]1, predict the reactants needed to synthesize it. The reactants are: C(OC([NH:8][C:9]1([C:12]([OH:14])=O)[CH2:11][CH2:10]1)=O)(C)(C)C.[CH:15]([C@H:28]1[N:33]2[CH2:34][CH2:35][NH:36][CH2:37][C@H:32]2[CH2:31][N:30]([CH2:38][C:39]2[CH:44]=[C:43]([N:45]3[C:49]([C:50]([F:53])([F:52])[F:51])=[N:48][N:47]=[N:46]3)[CH:42]=[CH:41][C:40]=2[O:54][CH3:55])[CH2:29]1)([C:22]1[CH:27]=[CH:26][CH:25]=[CH:24][CH:23]=1)[C:16]1[CH:21]=[CH:20][CH:19]=[CH:18][CH:17]=1.[I-].[Cl:57]C1C=CC=C[N+]=1C.C(=O)([O-])O.[Na+].[ClH:70].